Dataset: Full USPTO retrosynthesis dataset with 1.9M reactions from patents (1976-2016). Task: Predict the reactants needed to synthesize the given product. Given the product [CH2:7]([O:14][C:15](=[O:25])[C:16]1[C:17](=[CH:21][CH:22]=[CH:23][CH:24]=1)[C:18]([O-:20])=[O:19])[C:8]1[CH:13]=[CH:12][CH:11]=[CH:10][CH:9]=1.[K+:6], predict the reactants needed to synthesize it. The reactants are: CC([O-])(C)C.[K+:6].[CH2:7]([OH:14])[C:8]1[CH:13]=[CH:12][CH:11]=[CH:10][CH:9]=1.[C:15]1(=[O:25])[O:20][C:18](=[O:19])[C:17]2=[CH:21][CH:22]=[CH:23][CH:24]=[C:16]12.